Dataset: Forward reaction prediction with 1.9M reactions from USPTO patents (1976-2016). Task: Predict the product of the given reaction. (1) Given the reactants Cl.[CH2:2]([N:4]([CH2:19][CH3:20])[C:5](=[O:18])[CH2:6][CH2:7][CH2:8][CH2:9][C@H:10]1[CH2:15][CH2:14][C@H:13]([NH:16][CH3:17])[CH2:12][CH2:11]1)[CH3:3].[F:21][C:22]([F:34])([F:33])[C:23]1[CH:28]=[CH:27][C:26]([S:29](Cl)(=[O:31])=[O:30])=[CH:25][CH:24]=1, predict the reaction product. The product is: [CH2:19]([N:4]([CH2:2][CH3:3])[C:5](=[O:18])[CH2:6][CH2:7][CH2:8][CH2:9][C@H:10]1[CH2:11][CH2:12][C@H:13]([N:16]([CH3:17])[S:29]([C:26]2[CH:25]=[CH:24][C:23]([C:22]([F:21])([F:33])[F:34])=[CH:28][CH:27]=2)(=[O:31])=[O:30])[CH2:14][CH2:15]1)[CH3:20]. (2) The product is: [Cl:15][C:13]1[N:14]=[C:9]([O:8][CH3:1])[C:10]2[N:11]([N:16]=[CH:17][C:18]=2[C:19]([OH:21])=[O:20])[CH:12]=1. Given the reactants [CH2:1]([O:8][C:9]1[C:10]2[N:11]([N:16]=[CH:17][C:18]=2[C:19]([O:21]C)=[O:20])[CH:12]=[C:13]([Cl:15])[N:14]=1)C1C=CC=CC=1.O.CO.Cl, predict the reaction product. (3) The product is: [N:13]1([C:2]2[C:11]3[C:6](=[CH:7][CH:8]=[C:9]([C:37]4[CH:36]=[C:35]5[CH:34]=[CH:39][NH:30][C:31]5=[N:32][CH:38]=4)[CH:10]=3)[N:5]=[CH:4][N:3]=2)[C:22]2[C:17](=[CH:18][CH:19]=[CH:20][CH:21]=2)[CH2:16][CH2:15][CH2:14]1. Given the reactants Cl[C:2]1[C:11]2[C:6](=[CH:7][CH:8]=[C:9](I)[CH:10]=2)[N:5]=[CH:4][N:3]=1.[NH:13]1[C:22]2[C:17](=[CH:18][CH:19]=[CH:20][CH:21]=2)[CH2:16][CH2:15][CH2:14]1.C(N(CC)CC)C.[N:30]1[C:39]2[C:34](=[CH:35][CH:36]=[CH:37][CH:38]=2)C=[N:32][CH:31]=1, predict the reaction product. (4) Given the reactants [NH2:1][CH:2]1[CH2:7][CH2:6][N:5]([C:8]([N:10]2[C@@:14]([C:16]3[CH:21]=[CH:20][C:19]([Cl:22])=[CH:18][CH:17]=3)([CH3:15])[C@@:13]([C:24]3[CH:29]=[CH:28][C:27]([Cl:30])=[CH:26][CH:25]=3)([CH3:23])[N:12]=[C:11]2[C:31]2[CH:32]=[N:33][C:34]([C:40]([CH3:43])([CH3:42])[CH3:41])=[CH:35][C:36]=2[O:37][CH2:38][CH3:39])=[O:9])[CH2:4][CH2:3]1.I[CH2:45][C:46]([NH2:48])=[O:47], predict the reaction product. The product is: [C:40]([C:34]1[N:33]=[CH:32][C:31]([C:11]2[N:10]([C:8]([N:5]3[CH2:4][CH2:3][CH:2]([NH:1][CH2:45][C:46]([NH2:48])=[O:47])[CH2:7][CH2:6]3)=[O:9])[C@@:14]([C:16]3[CH:21]=[CH:20][C:19]([Cl:22])=[CH:18][CH:17]=3)([CH3:15])[C@@:13]([C:24]3[CH:29]=[CH:28][C:27]([Cl:30])=[CH:26][CH:25]=3)([CH3:23])[N:12]=2)=[C:36]([O:37][CH2:38][CH3:39])[CH:35]=1)([CH3:42])([CH3:41])[CH3:43]. (5) Given the reactants [F:1][C:2]1[CH:7]=[CH:6][CH:5]=[C:4]([F:8])[C:3]=1[C:9](=[O:11])[CH3:10].[Br:12]Br.C(OCC)(=O)C.CCCCCC, predict the reaction product. The product is: [Br:12][CH2:10][C:9]([C:3]1[C:2]([F:1])=[CH:7][CH:6]=[CH:5][C:4]=1[F:8])=[O:11]. (6) Given the reactants [CH:1]1([N:6]2[CH2:12][C:11]([F:14])([F:13])[C:10](=[O:15])[N:9]([CH3:16])[C:8]3[CH:17]=[N:18][C:19]([NH:21][C:22]4[CH:30]=[CH:29][C:25]([C:26]([OH:28])=O)=[CH:24][C:23]=4[O:31][CH3:32])=[N:20][C:7]2=3)[CH2:5][CH2:4][CH2:3][CH2:2]1.F[P-](F)(F)(F)(F)F.CN(C(N(C)C)=[N+]1C2C(=NC=CC=2)[N+]([O-])=N1)C.C(N(C(C)C)C(C)C)C.[NH2:66][CH2:67][CH2:68][CH2:69][N:70]1[CH2:74][CH2:73][CH2:72][C:71]1=[O:75], predict the reaction product. The product is: [CH:1]1([N:6]2[CH2:12][C:11]([F:13])([F:14])[C:10](=[O:15])[N:9]([CH3:16])[C:8]3[CH:17]=[N:18][C:19]([NH:21][C:22]4[CH:30]=[CH:29][C:25]([C:26]([NH:66][CH2:67][CH2:68][CH2:69][N:70]5[CH2:74][CH2:73][CH2:72][C:71]5=[O:75])=[O:28])=[CH:24][C:23]=4[O:31][CH3:32])=[N:20][C:7]2=3)[CH2:5][CH2:4][CH2:3][CH2:2]1. (7) Given the reactants C([O:5][CH:6]([O:10][C:11]([CH3:14])([CH3:13])[CH3:12])N(C)C)(C)(C)C.[CH2:15]([C@@H:22]([CH2:26][N:27]1[CH2:32][CH2:31][C@:30]([C:34]2[CH:39]=[CH:38][CH:37]=[C:36]([OH:40])[CH:35]=2)([CH3:33])[C@@H:29]([CH3:41])[CH2:28]1)C(O)=O)[C:16]1[CH:21]=[CH:20][CH:19]=[CH:18][CH:17]=1.[OH-].[Na+], predict the reaction product. The product is: [CH2:15]([C@@H:22]([CH2:26][N:27]1[CH2:32][CH2:31][C@:30]([C:34]2[CH:39]=[CH:38][CH:37]=[C:36]([OH:40])[CH:35]=2)([CH3:33])[C@@H:29]([CH3:41])[CH2:28]1)[C:6]([O:10][C:11]([CH3:12])([CH3:13])[CH3:14])=[O:5])[C:16]1[CH:17]=[CH:18][CH:19]=[CH:20][CH:21]=1. (8) Given the reactants [Cl:1][C:2]1[CH:10]=[C:9]([C:11](=[O:15])[N:12]([CH3:14])[CH3:13])[CH:8]=[C:7]([Cl:16])[C:3]=1[C:4](O)=[O:5].O=S(Cl)[Cl:19], predict the reaction product. The product is: [Cl:1][C:2]1[CH:10]=[C:9]([C:11](=[O:15])[N:12]([CH3:14])[CH3:13])[CH:8]=[C:7]([Cl:16])[C:3]=1[C:4]([Cl:19])=[O:5]. (9) The product is: [Cl:16][C:17]1[S:21][C:20]([C:22]([NH:24][CH2:25][C@H:26]([OH:27])[CH2:28][NH:1][C:2]2[CH:7]=[CH:6][C:5]([N:8]3[CH:13]=[CH:12][CH:11]=[CH:10][C:9]3=[O:14])=[CH:4][C:3]=2[F:15])=[O:23])=[CH:19][CH:18]=1. Given the reactants [NH2:1][C:2]1[CH:7]=[CH:6][C:5]([N:8]2[CH:13]=[CH:12][CH:11]=[CH:10][C:9]2=[O:14])=[CH:4][C:3]=1[F:15].[Cl:16][C:17]1[S:21][C:20]([C:22]([NH:24][CH2:25][C@H:26]2[CH2:28][O:27]2)=[O:23])=[CH:19][CH:18]=1, predict the reaction product. (10) Given the reactants Br.[Br:2][C:3]1[C:11]2[C:6](=[N:7][CH:8]=[C:9]([C:12]3[CH:17]=[CH:16][CH:15]=[CH:14][CH:13]=3)[CH:10]=2)[NH:5][CH:4]=1.C(N(C(C)C)CC)(C)C.[C:27]([O:31][C:32](O[C:32]([O:31][C:27]([CH3:30])([CH3:29])[CH3:28])=[O:33])=[O:33])([CH3:30])([CH3:29])[CH3:28].CN(C1C=CC=CN=1)C, predict the reaction product. The product is: [Br:2][C:3]1[C:11]2[C:6](=[N:7][CH:8]=[C:9]([C:12]3[CH:17]=[CH:16][CH:15]=[CH:14][CH:13]=3)[CH:10]=2)[N:5]([C:32]([O:31][C:27]([CH3:30])([CH3:29])[CH3:28])=[O:33])[CH:4]=1.